This data is from Full USPTO retrosynthesis dataset with 1.9M reactions from patents (1976-2016). The task is: Predict the reactants needed to synthesize the given product. (1) Given the product [CH3:3][O:4][CH:5]([O:18][CH3:19])[C:6]1[C:15]([CH2:16][NH:2][CH3:1])=[CH:14][C:13]2[CH2:12][CH2:11][CH2:10][NH:9][C:8]=2[N:7]=1, predict the reactants needed to synthesize it. The reactants are: [CH3:1][NH2:2].[CH3:3][O:4][CH:5]([O:18][CH3:19])[C:6]1[C:15]([CH:16]=O)=[CH:14][C:13]2[CH2:12][CH2:11][CH2:10][NH:9][C:8]=2[N:7]=1.[BH4-].[Na+]. (2) The reactants are: O.[C:2]([OH:6])(=[O:5])[CH:3]=O.[CH3:7][O:8][C:9]1[CH:14]=[CH:13][C:12]([CH:15]([C:17]2[CH:22]=[CH:21][C:20]([O:23][CH3:24])=[CH:19][CH:18]=2)[NH2:16])=[CH:11][CH:10]=1.[O:25]1[CH:29]=[CH:28][CH:27]=[C:26]1B(O)O. Given the product [CH3:24][O:23][C:20]1[CH:21]=[CH:22][C:17]([CH:15]([NH:16][CH:3]([C:26]2[O:25][CH:29]=[CH:28][CH:27]=2)[C:2]([OH:6])=[O:5])[C:12]2[CH:11]=[CH:10][C:9]([O:8][CH3:7])=[CH:14][CH:13]=2)=[CH:18][CH:19]=1, predict the reactants needed to synthesize it.